Dataset: Full USPTO retrosynthesis dataset with 1.9M reactions from patents (1976-2016). Task: Predict the reactants needed to synthesize the given product. (1) The reactants are: [Br:1][C:2]1[CH:7]=[C:6]([CH2:8]Br)[CH:5]=[CH:4][C:3]=1[CH2:10]Br.[P:12]([O:19][CH2:20][CH3:21])([O:16]CC)[O:13][CH2:14][CH3:15]. Given the product [Br:1][C:2]1([P:12]([O:13][CH2:14][CH3:15])(=[O:16])[O:19][CH2:20][CH3:21])[C:7]([P:12]([O:19][CH2:20][CH3:21])(=[O:16])[O:13][CH2:14][CH3:15])=[C:6]([CH3:8])[CH:5]=[CH:4][CH:3]1[CH3:10], predict the reactants needed to synthesize it. (2) Given the product [CH3:12][N:11]1[C:7]2[CH:6]=[C:5]([C:3]([OH:4])=[O:2])[CH:14]=[CH:13][C:8]=2[N:9]=[CH:10]1, predict the reactants needed to synthesize it. The reactants are: C[O:2][C:3]([C:5]1[CH:14]=[CH:13][C:8]2[N:9]=[CH:10][N:11]([CH3:12])[C:7]=2[CH:6]=1)=[O:4].[OH-].[Li+].Cl. (3) Given the product [Br:15][CH:2]([C:4]1[CH:5]=[C:6]([C:10]([O:12][CH3:13])=[O:11])[CH:7]=[CH:8][CH:9]=1)[CH3:3], predict the reactants needed to synthesize it. The reactants are: O[CH:2]([C:4]1[CH:5]=[C:6]([C:10]([O:12][CH3:13])=[O:11])[CH:7]=[CH:8][CH:9]=1)[CH3:3].P(Br)(Br)[Br:15]. (4) The reactants are: [CH2:1]([NH:3][C:4]([NH:6][CH3:7])=[O:5])[CH3:2].[C:8](CC(O)=O)#[N:9].C(O[C:18](=[O:20])[CH3:19])(=O)C. Given the product [NH2:9][C:8]1[N:3]([CH2:1][CH3:2])[C:4](=[O:5])[N:6]([CH3:7])[C:18](=[O:20])[CH:19]=1, predict the reactants needed to synthesize it. (5) Given the product [CH2:1]([C:5]1[N:6]=[C:7]([NH:15][CH2:16][C:17]2[CH:22]=[CH:21][C:20]([O:23][CH3:24])=[C:19]([O:25][CH3:26])[CH:18]=2)[C:8]2[NH:13][N:12]=[C:11]([C:33]#[C:32][CH2:31][CH2:30][CH2:29][CH2:28][Cl:27])[C:9]=2[N:10]=1)[CH2:2][CH2:3][CH3:4], predict the reactants needed to synthesize it. The reactants are: [CH2:1]([C:5]1[N:6]=[C:7]([NH:15][CH2:16][C:17]2[CH:22]=[CH:21][C:20]([O:23][CH3:24])=[C:19]([O:25][CH3:26])[CH:18]=2)[C:8]2[NH:13][N:12]=[C:11](I)[C:9]=2[N:10]=1)[CH2:2][CH2:3][CH3:4].[Cl:27][CH2:28][CH2:29][CH2:30][CH2:31][C:32]#[CH:33].C(N(CC)CC)C. (6) Given the product [C:15]([O:14][C:12]([N:11]([C:12]([O:14][C:15]([CH3:18])([CH3:17])[CH3:16])=[O:13])[C:9]1[N:10]=[C:6]2[CH:5]=[CH:4][CH:3]=[C:2]([CH3:1])[N:7]2[N:8]=1)=[O:13])([CH3:18])([CH3:17])[CH3:16], predict the reactants needed to synthesize it. The reactants are: [CH3:1][C:2]1[N:7]2[N:8]=[C:9]([NH2:11])[N:10]=[C:6]2[CH:5]=[CH:4][CH:3]=1.[C:12](O[C:12]([O:14][C:15]([CH3:18])([CH3:17])[CH3:16])=[O:13])([O:14][C:15]([CH3:18])([CH3:17])[CH3:16])=[O:13]. (7) Given the product [ClH:1].[Cl:1][C:2]1[C:7]([C:8]2[CH:9]=[C:10]([CH2:23][NH:24][CH3:25])[S:11][C:12]=2[S:13]([C:16]2[CH:21]=[CH:20][CH:19]=[C:18]([F:22])[CH:17]=2)(=[O:15])=[O:14])=[CH:6][CH:5]=[CH:4][N:3]=1, predict the reactants needed to synthesize it. The reactants are: [Cl:1][C:2]1[C:7]([C:8]2[CH:9]=[C:10]([CH2:23][N:24](C)[C:25](=O)OC(C)(C)C)[S:11][C:12]=2[S:13]([C:16]2[CH:21]=[CH:20][CH:19]=[C:18]([F:22])[CH:17]=2)(=[O:15])=[O:14])=[CH:6][CH:5]=[CH:4][N:3]=1. (8) Given the product [OH:2][CH2:1][CH:3]1[C:15]2[CH:14]=[C:13]([NH:16][C:17]([O:19][C:20]([CH3:23])([CH3:22])[CH3:21])=[O:18])[CH:12]=[CH:11][C:10]=2[C:9]2[C:4]1=[CH:5][CH:6]=[CH:7][CH:8]=2, predict the reactants needed to synthesize it. The reactants are: [CH:1]([CH:3]1[C:15]2[CH:14]=[C:13]([NH:16][C:17]([O:19][C:20]([CH3:23])([CH3:22])[CH3:21])=[O:18])[CH:12]=[CH:11][C:10]=2[C:9]2[C:4]1=[CH:5][CH:6]=[CH:7][CH:8]=2)=[O:2].[BH4-].[Na+].CCCCCC.CCOC(C)=O.O. (9) Given the product [OH:17][C@@H:12]1[C@@H:13]([OH:16])[CH2:14][CH2:15][N:10]([C:2]2[CH:3]=[CH:4][C:5]([CH:8]=[O:9])=[N:6][CH:7]=2)[CH2:11]1, predict the reactants needed to synthesize it. The reactants are: F[C:2]1[CH:3]=[CH:4][C:5]([CH:8]=[O:9])=[N:6][CH:7]=1.[NH:10]1[CH2:15][CH2:14][C@H:13]([OH:16])[C@@H:12]([OH:17])[CH2:11]1.C(=O)([O-])[O-].[K+].[K+].